This data is from Reaction yield outcomes from USPTO patents with 853,638 reactions. The task is: Predict the reaction yield, written as a fraction of the theoretical maximum amount of product (1.0 means a 100% yield; for example, 0.34 means a 34% yield). The reactants are [Cl:1][C:2]1[C:3]([S:32]([OH:35])(=O)=[O:33])=[N:4][CH:5]=[C:6]([C:17]([N:19]2[CH2:24][CH2:23][CH:22]([C:25]3[CH:30]=[CH:29][C:28]([F:31])=[CH:27][CH:26]=3)[CH2:21][CH2:20]2)=[O:18])[C:7]=1[NH:8][C:9]1[CH:14]=[CH:13][C:12]([F:15])=[CH:11][C:10]=1[CH3:16].[CH3:36][C:37]1[O:41][N:40]=[C:39]([NH2:42])[CH:38]=1. No catalyst specified. The product is [Cl:1][C:2]1[C:3]([S:32]([NH:42][C:39]2[CH:38]=[C:37]([CH3:36])[O:41][N:40]=2)(=[O:35])=[O:33])=[N:4][CH:5]=[C:6]([C:17]([N:19]2[CH2:24][CH2:23][CH:22]([C:25]3[CH:30]=[CH:29][C:28]([F:31])=[CH:27][CH:26]=3)[CH2:21][CH2:20]2)=[O:18])[C:7]=1[NH:8][C:9]1[CH:14]=[CH:13][C:12]([F:15])=[CH:11][C:10]=1[CH3:16]. The yield is 0.560.